Dataset: Peptide-MHC class I binding affinity with 185,985 pairs from IEDB/IMGT. Task: Regression. Given a peptide amino acid sequence and an MHC pseudo amino acid sequence, predict their binding affinity value. This is MHC class I binding data. (1) The peptide sequence is PLILAYFPVFRFL. The MHC is HLA-B27:05 with pseudo-sequence HLA-B27:05. The binding affinity (normalized) is 0. (2) The peptide sequence is ADVRALGGL. The MHC is HLA-A02:01 with pseudo-sequence HLA-A02:01. The binding affinity (normalized) is 0.